This data is from Full USPTO retrosynthesis dataset with 1.9M reactions from patents (1976-2016). The task is: Predict the reactants needed to synthesize the given product. (1) Given the product [CH:1](/[C:7]1[N:11]2[N:12]=[C:13]([NH:16][CH2:17][CH2:18][CH2:19][NH2:20])[CH:14]=[CH:15][C:10]2=[N:9][CH:8]=1)=[CH:2]\[CH2:3][CH2:4][CH2:5][CH3:6], predict the reactants needed to synthesize it. The reactants are: [CH:1](/[C:7]1[N:11]2[N:12]=[C:13]([NH:16][CH2:17][CH2:18][CH2:19][NH:20]C(=O)OC(C)(C)C)[CH:14]=[CH:15][C:10]2=[N:9][CH:8]=1)=[CH:2]\[CH2:3][CH2:4][CH2:5][CH3:6]. (2) Given the product [CH:64]([N:66]([CH:16]([CH3:21])[CH3:17])[CH2:38][CH3:39])([CH3:53])[CH3:65], predict the reactants needed to synthesize it. The reactants are: Cl.CNOC.F[P-](F)(F)(F)(F)F.N1(OC(N(C)C)=[N+](C)C)[C:17]2C=CC=[CH:21][C:16]=2N=N1.F[B-](F)(F)F.N1(OC(N(C)C)=[N+](C)C)[C:39]2C=CC=C[C:38]=2N=N1.Cl.[CH3:53]N(C)CCCN=C=NCC.[C:64](#[N:66])[CH3:65]. (3) Given the product [C:1]([C:5]1[N:6]=[C:7]([N:16]2[CH2:20][CH2:19][C:18]([F:21])([F:22])[CH2:17]2)[C:8]2[C:9](=[N:11][N:12]([CH2:14][C:15]3[N:35]([CH3:30])[N:34]=[N:33][CH:31]=3)[N:13]=2)[N:10]=1)([CH3:2])([CH3:3])[CH3:4], predict the reactants needed to synthesize it. The reactants are: [C:1]([C:5]1[N:6]=[C:7]([N:16]2[CH2:20][CH2:19][C:18]([F:22])([F:21])[CH2:17]2)[C:8]2[C:9](=[N:11][N:12]([CH2:14][CH3:15])[N:13]=2)[N:10]=1)([CH3:4])([CH3:3])[CH3:2].C(C1N=C(N2CCC(F)(F)C2)[C:30]2[N:35]=[N:34][NH:33][C:31]=2N=1)(C)(C)C.Cl.ClCC1N(C)N=NC=1. (4) Given the product [NH2:1][C:2]1[N:7]=[CH:6][N:5]=[C:4]2[N:8]([CH2:20][C:21]3[O:22][C:23]4[C:28]([C:29](=[O:38])[C:30]=3[C:31]3[CH:36]=[CH:35][CH:34]=[C:33]([F:37])[CH:32]=3)=[CH:27][C:26]([F:39])=[CH:25][CH:24]=4)[N:9]=[C:10]([C:11]3[CH:16]=[C:15]([OH:17])[CH:14]=[C:13]([F:19])[CH:12]=3)[C:3]=12, predict the reactants needed to synthesize it. The reactants are: [NH2:1][C:2]1[N:7]=[CH:6][N:5]=[C:4]2[N:8]([CH2:20][C:21]3[O:22][C:23]4[C:28]([C:29](=[O:38])[C:30]=3[C:31]3[CH:36]=[CH:35][CH:34]=[C:33]([F:37])[CH:32]=3)=[CH:27][C:26]([F:39])=[CH:25][CH:24]=4)[N:9]=[C:10]([C:11]3[CH:16]=[C:15]([O:17]C)[CH:14]=[C:13]([F:19])[CH:12]=3)[C:3]=12. (5) Given the product [NH:5]1[C:6]2[CH:12]=[CH:11][CH:10]=[CH:9][C:7]=2[NH:8][CH2:2][CH2:3][CH2:4]1, predict the reactants needed to synthesize it. The reactants are: O=[C:2]1[NH:8][C:7]2[CH:9]=[CH:10][CH:11]=[CH:12][C:6]=2[NH:5][C:4](=O)[CH2:3]1.BrCC1CC1.